This data is from Aqueous solubility values for 9,982 compounds from the AqSolDB database. The task is: Regression/Classification. Given a drug SMILES string, predict its absorption, distribution, metabolism, or excretion properties. Task type varies by dataset: regression for continuous measurements (e.g., permeability, clearance, half-life) or binary classification for categorical outcomes (e.g., BBB penetration, CYP inhibition). For this dataset (solubility_aqsoldb), we predict Y. (1) The compound is CCCCOc1ccc([N+](=O)[O-])cc1N. The Y is -3.82 log mol/L. (2) The molecule is CCCOCC(=Nc1ccc(Cl)cc1C(F)(F)F)n1ccnc1. The Y is -4.44 log mol/L. (3) The molecule is CC(=O)OC1CC(C)OC(C)O1. The Y is 0.759 log mol/L. (4) The drug is Cc1ccc(N=CN(C)C=Nc2ccc(C)cc2C)c(C)c1. The Y is -5.47 log mol/L. (5) The drug is Cc1[nH]c(C)c(Cl)c(=O)c1Cl. The Y is -4.28 log mol/L.